Dataset: NCI-60 drug combinations with 297,098 pairs across 59 cell lines. Task: Regression. Given two drug SMILES strings and cell line genomic features, predict the synergy score measuring deviation from expected non-interaction effect. (1) Drug 1: CS(=O)(=O)C1=CC(=C(C=C1)C(=O)NC2=CC(=C(C=C2)Cl)C3=CC=CC=N3)Cl. Synergy scores: CSS=8.43, Synergy_ZIP=-1.62, Synergy_Bliss=0.0239, Synergy_Loewe=0.883, Synergy_HSA=0.107. Cell line: EKVX. Drug 2: CC(C)(C#N)C1=CC(=CC(=C1)CN2C=NC=N2)C(C)(C)C#N. (2) Drug 1: CN1CCC(CC1)COC2=C(C=C3C(=C2)N=CN=C3NC4=C(C=C(C=C4)Br)F)OC. Drug 2: CC1CCCC2(C(O2)CC(NC(=O)CC(C(C(=O)C(C1O)C)(C)C)O)C(=CC3=CSC(=N3)C)C)C. Cell line: UACC62. Synergy scores: CSS=8.67, Synergy_ZIP=-3.36, Synergy_Bliss=1.42, Synergy_Loewe=0.543, Synergy_HSA=1.78. (3) Drug 1: CN(CCCl)CCCl.Cl. Drug 2: CC1C(C(CC(O1)OC2CC(CC3=C2C(=C4C(=C3O)C(=O)C5=CC=CC=C5C4=O)O)(C(=O)C)O)N)O. Cell line: SF-268. Synergy scores: CSS=37.0, Synergy_ZIP=-10.8, Synergy_Bliss=-7.97, Synergy_Loewe=-17.5, Synergy_HSA=-4.22. (4) Drug 1: CC1=C(N=C(N=C1N)C(CC(=O)N)NCC(C(=O)N)N)C(=O)NC(C(C2=CN=CN2)OC3C(C(C(C(O3)CO)O)O)OC4C(C(C(C(O4)CO)O)OC(=O)N)O)C(=O)NC(C)C(C(C)C(=O)NC(C(C)O)C(=O)NCCC5=NC(=CS5)C6=NC(=CS6)C(=O)NCCC[S+](C)C)O. Drug 2: CS(=O)(=O)OCCCCOS(=O)(=O)C. Cell line: HCT-15. Synergy scores: CSS=29.5, Synergy_ZIP=-2.52, Synergy_Bliss=-0.247, Synergy_Loewe=-38.8, Synergy_HSA=1.39.